From a dataset of Forward reaction prediction with 1.9M reactions from USPTO patents (1976-2016). Predict the product of the given reaction. (1) The product is: [CH3:54][N:55]1[CH2:60][CH2:59][N:58]([C:25]([C:24]2[CH:23]=[CH:22][C:21]([C:18]3[N:17]=[C:16]4[N:12]([CH2:11][C:7]5[CH:6]=[C:5]6[C:10](=[CH:9][CH:8]=5)[N:1]=[CH:2][CH:3]=[CH:4]6)[N:13]=[N:14][C:15]4=[CH:20][CH:19]=3)=[CH:29][CH:28]=2)=[O:27])[CH2:57][CH2:56]1. Given the reactants [N:1]1[C:10]2[C:5](=[CH:6][C:7]([CH2:11][N:12]3[C:16]4=[N:17][C:18]([C:21]5[CH:29]=[CH:28][C:24]([C:25]([OH:27])=O)=[CH:23][CH:22]=5)=[CH:19][CH:20]=[C:15]4[N:14]=[N:13]3)=[CH:8][CH:9]=2)[CH:4]=[CH:3][CH:2]=1.CN(C=O)C.CCN=C=NCCCN(C)C.Cl.C(N(CC)CC)C.[CH3:54][N:55]1[CH2:60][CH2:59][NH:58][CH2:57][CH2:56]1, predict the reaction product. (2) Given the reactants [O:1]1[CH2:3][C@@H:2]1[CH2:4][O:5][C:6]1[CH:13]=[CH:12][C:9]([C:10]#[N:11])=[CH:8][CH:7]=1.[NH4+:14].[OH-], predict the reaction product. The product is: [NH2:14][CH2:3][C@@H:2]([OH:1])[CH2:4][O:5][C:6]1[CH:13]=[CH:12][C:9]([C:10]#[N:11])=[CH:8][CH:7]=1. (3) Given the reactants [F:1][C:2]([F:7])(F)[C:3]([OH:5])=[O:4].[OH2:8].[C:9](#N)[CH3:10].[C:12](OCC)(=[O:14])C, predict the reaction product. The product is: [F:1][C:2]1([F:7])[C@H:12]([OH:14])[C@@H:9]([CH2:10][OH:8])[O:5][C:3]1=[O:4]. (4) Given the reactants [NH2:1][C@@H:2]([C:11]([OH:13])=[O:12])[CH2:3][C:4]1[CH:9]=[CH:8][C:7]([OH:10])=[CH:6][CH:5]=1.N[C@H](C(O)=O)CC1C=CC=CC=1.N[C@@H](C(O)=O)CC1C=CC=CC=1.O=C([C@H](CC1C=C(O)C(O)=CC=1)N)O.C1NC=NC=1C[C@@H](N)C(O)=O, predict the reaction product. The product is: [NH2:1][C@H:2]([C:11]([OH:13])=[O:12])[CH2:3][C:4]1[CH:5]=[CH:6][C:7]([OH:10])=[CH:8][CH:9]=1. (5) The product is: [C:27]([C:14]1[CH:15]=[C:16]2[C:21](=[CH:22][C:13]=1[O:12][C:11]1[CH:29]=[CH:30][C:8]([C:6]([OH:7])=[O:5])=[CH:9][CH:10]=1)[O:20][CH2:19][CH2:18][CH:17]2[C:23]([O:25][CH3:26])=[O:24])#[N:28]. Given the reactants C([O:5][C:6]([C:8]1[CH:30]=[CH:29][C:11]([O:12][C:13]2[CH:22]=[C:21]3[C:16]([CH:17]([C:23]([O:25][CH3:26])=[O:24])[CH2:18][CH2:19][O:20]3)=[CH:15][C:14]=2[C:27]#[N:28])=[CH:10][CH:9]=1)=[O:7])(C)(C)C.C(O)(C(F)(F)F)=O, predict the reaction product. (6) The product is: [CH3:16][N:2]1[C:3]([C:10]([O:12][CH3:13])=[O:11])=[C:4]2[C:9]([CH:8]=[CH:7][CH:6]=[CH:5]2)=[N:1]1. Given the reactants [NH:1]1[C:9]2[C:4](=[CH:5][CH:6]=[CH:7][CH:8]=2)[C:3]([C:10]([O:12][CH3:13])=[O:11])=[N:2]1.[H-].[Na+].[CH3:16]I.[Cl-].[NH4+], predict the reaction product. (7) Given the reactants [Cl:1][C:2]1[CH:3]=[CH:4][C:5]([C:30]#[CH:31])=[C:6]([C:8]2[CH:13]=[CH:12][N:11]([CH:14]([CH3:28])[C:15]([NH:17][C:18]3[CH:27]=[CH:26][C:21]([C:22]([O:24]C)=[O:23])=[CH:20][CH:19]=3)=[O:16])[C:10](=[O:29])[CH:9]=2)[CH:7]=1.[OH-].[Li+], predict the reaction product. The product is: [Cl:1][C:2]1[CH:3]=[CH:4][C:5]([C:30]#[CH:31])=[C:6]([C:8]2[CH:13]=[CH:12][N:11]([CH:14]([CH3:28])[C:15]([NH:17][C:18]3[CH:19]=[CH:20][C:21]([C:22]([OH:24])=[O:23])=[CH:26][CH:27]=3)=[O:16])[C:10](=[O:29])[CH:9]=2)[CH:7]=1.